Task: Predict the product of the given reaction.. Dataset: Forward reaction prediction with 1.9M reactions from USPTO patents (1976-2016) (1) Given the reactants O.[OH:2][C:3]1[C:11]2[N:10]=NN[C:7]=2[CH:6]=CC=1.C(N(C(C)C)C(C)C)C.CCN=C=NCCCN(C)C.Cl.[F:33][C:34]1[CH:35]=[C:36]([C:41]2[C:45]([CH2:46][O:47][C:48]3[CH:56]=[CH:55][C:51]([C:52]([OH:54])=O)=[CH:50][N:49]=3)=[C:44]([CH2:57][OH:58])[O:43][N:42]=2)[CH:37]=[CH:38][C:39]=1[F:40].N[C@H](CC)CO.Cl, predict the reaction product. The product is: [F:33][C:34]1[CH:35]=[C:36]([C:41]2[C:45]([CH2:46][O:47][C:48]3[CH:56]=[CH:55][C:51]([C:52]([NH:10][C@@H:11]([CH2:3][OH:2])[CH2:7][CH3:6])=[O:54])=[CH:50][N:49]=3)=[C:44]([CH2:57][OH:58])[O:43][N:42]=2)[CH:37]=[CH:38][C:39]=1[F:40]. (2) Given the reactants [Cl:1][C:2]1[CH:7]=[CH:6][C:5]([CH:8]([C:35]2[CH:40]=[CH:39][C:38]([Cl:41])=[CH:37][CH:36]=2)[C:9]2[CH:10]=[C:11]3[C:16](=[CH:17][CH:18]=2)[N:15]=[CH:14][N:13]=[C:12]3[NH:19][CH:20]2[CH2:25][CH2:24][N:23]([C:26]3[CH:34]=[CH:33][C:29]([C:30]([OH:32])=O)=[CH:28][CH:27]=3)[CH2:22][CH2:21]2)=[CH:4][CH:3]=1.C[N:43](C(ON1N=NC2C=CC=NC1=2)=[N+](C)C)C.F[P-](F)(F)(F)(F)F.[NH4+].[Cl-].CCN(C(C)C)C(C)C, predict the reaction product. The product is: [Cl:1][C:2]1[CH:3]=[CH:4][C:5]([CH:8]([C:35]2[CH:36]=[CH:37][C:38]([Cl:41])=[CH:39][CH:40]=2)[C:9]2[CH:10]=[C:11]3[C:16](=[CH:17][CH:18]=2)[N:15]=[CH:14][N:13]=[C:12]3[NH:19][CH:20]2[CH2:21][CH2:22][N:23]([C:26]3[CH:34]=[CH:33][C:29]([C:30]([NH2:43])=[O:32])=[CH:28][CH:27]=3)[CH2:24][CH2:25]2)=[CH:6][CH:7]=1. (3) Given the reactants [H-].[H-].[H-].[H-].[Li+].[Al+3].[C:7]1([C:13]([C:24]2[CH:29]=[CH:28][CH:27]=[CH:26][CH:25]=2)([C:18]2[CH:23]=[CH:22][CH:21]=[CH:20][CH:19]=2)[CH2:14][C:15](O)=[O:16])[CH:12]=[CH:11][CH:10]=[CH:9][CH:8]=1, predict the reaction product. The product is: [C:24]1([C:13]([C:7]2[CH:8]=[CH:9][CH:10]=[CH:11][CH:12]=2)([C:18]2[CH:19]=[CH:20][CH:21]=[CH:22][CH:23]=2)[CH2:14][CH2:15][OH:16])[CH:25]=[CH:26][CH:27]=[CH:28][CH:29]=1. (4) Given the reactants C(=O)([O-])[O-].[K+].[K+].O1CCOCC1.[CH:13]1([C:18]#[C:19][C:20]([C:22]2[N:27]=[C:26]([C:28]([O:30][CH3:31])=[O:29])[CH:25]=[CH:24][CH:23]=2)=[O:21])[CH2:17][CH2:16][CH2:15][CH2:14]1.CC1C=C(C)C=C(C)C=1S([O-])(=O)=O.[NH2:45][N+:46]1[CH:51]=[CH:50][CH:49]=[C:48]([O:52][CH3:53])[CH:47]=1, predict the reaction product. The product is: [CH:13]1([C:18]2[C:19]([C:20]([C:22]3[N:27]=[C:26]([C:28]([O:30][CH3:31])=[O:29])[CH:25]=[CH:24][CH:23]=3)=[O:21])=[C:51]3[CH:50]=[CH:49][C:48]([O:52][CH3:53])=[CH:47][N:46]3[N:45]=2)[CH2:17][CH2:16][CH2:15][CH2:14]1. (5) Given the reactants [NH2:1][C:2]1[C:3]([C:12]([NH:14][C@@H:15]([CH2:20][CH2:21][NH:22][C:23]([O:25][C:26]([CH3:29])([CH3:28])[CH3:27])=[O:24])[C:16]([O:18][CH3:19])=[O:17])=[O:13])=[CH:4][C:5]2[C:10]([CH:11]=1)=[CH:9][CH:8]=[CH:7][CH:6]=2.[N:30]([C:33]1[C:38]([CH3:39])=[CH:37][C:36]([CH3:40])=[CH:35][C:34]=1[CH3:41])=[C:31]=[O:32], predict the reaction product. The product is: [CH3:27][C:26]([O:25][C:23]([NH:22][CH2:21][CH2:20][C@H:15]([NH:14][C:12]([C:3]1[C:2]([NH:1][C:31]([NH:30][C:33]2[C:34]([CH3:41])=[CH:35][C:36]([CH3:40])=[CH:37][C:38]=2[CH3:39])=[O:32])=[CH:11][C:10]2[C:5](=[CH:6][CH:7]=[CH:8][CH:9]=2)[CH:4]=1)=[O:13])[C:16]([O:18][CH3:19])=[O:17])=[O:24])([CH3:29])[CH3:28]. (6) Given the reactants [C:1]1([CH2:7][CH:8]=[O:9])[CH:6]=[CH:5][CH:4]=[CH:3][CH:2]=1.[Br:10]Br.C([O-])(O)=O.[Na+], predict the reaction product. The product is: [Br:10][CH:7]([C:1]1[CH:6]=[CH:5][CH:4]=[CH:3][CH:2]=1)[CH:8]=[O:9]. (7) The product is: [Cl:24][C:21]1[CH:22]=[CH:23][C:18]([NH:17][C:15](=[O:16])[C:14]([NH:13][C@H:3]2[CH2:4][CH2:5][C@H:6]([C:8]([N:10]([CH3:12])[CH3:11])=[O:9])[CH2:7][C@H:2]2[NH:1][C:48]([C:46]2[S:47][C:41]3[CH2:40][N:39]([CH3:38])[CH2:44][CH2:43][C:42]=3[N:45]=2)=[O:49])=[O:25])=[N:19][CH:20]=1. Given the reactants [NH2:1][C@@H:2]1[CH2:7][C@@H:6]([C:8]([N:10]([CH3:12])[CH3:11])=[O:9])[CH2:5][CH2:4][C@@H:3]1[NH:13][C:14](=[O:25])[C:15]([NH:17][C:18]1[CH:23]=[CH:22][C:21]([Cl:24])=[CH:20][N:19]=1)=[O:16].O.ON1C2C=CC=CC=2N=N1.Cl.[CH3:38][N:39]1[CH2:44][CH2:43][C:42]2[N:45]=[C:46]([C:48](O)=[O:49])[S:47][C:41]=2[CH2:40]1.Cl.CN(C)CCCN=C=NCC, predict the reaction product. (8) Given the reactants [C:9](O[C:9]([O:11][C:12]([CH3:15])([CH3:14])[CH3:13])=[O:10])([O:11][C:12]([CH3:15])([CH3:14])[CH3:13])=[O:10].[NH2:16][C:17]1[CH:26]=[CH:25][C:20]([C:21]([O:23][CH3:24])=[O:22])=[CH:19][N:18]=1, predict the reaction product. The product is: [C:12]([O:11][C:9]([NH:16][C:17]1[CH:26]=[CH:25][C:20]([C:21]([O:23][CH3:24])=[O:22])=[CH:19][N:18]=1)=[O:10])([CH3:13])([CH3:14])[CH3:15]. (9) Given the reactants [Cl:1][CH2:2][CH2:3][CH2:4][CH:5]1[S:10](=[O:12])(=[O:11])[N:9](CC2C=CC(OC)=CC=2)[C:8]2[CH:22]=[CH:23][CH:24]=[CH:25][C:7]=2[O:6]1.C1(OC)C=CC=CC=1.FC(F)(F)C(O)=O, predict the reaction product. The product is: [Cl:1][CH2:2][CH2:3][CH2:4][CH:5]1[O:6][C:7]2[CH:25]=[CH:24][CH:23]=[CH:22][C:8]=2[NH:9][S:10]1(=[O:11])=[O:12].